From a dataset of Reaction yield outcomes from USPTO patents with 853,638 reactions. Predict the reaction yield, written as a fraction of the theoretical maximum amount of product (1.0 means a 100% yield; for example, 0.34 means a 34% yield). The product is [N+:17]([C:20]1[CH:21]=[CH:22][C:1]([S:2]([O:5][CH2:6][CH2:7][C:8]2[CH:13]=[CH:12][CH:11]=[C:10]([N+:14]([O-:16])=[O:15])[CH:9]=2)(=[O:3])=[O:4])=[CH:24][CH:25]=1)([O-:19])=[O:18]. The yield is 0.680. No catalyst specified. The reactants are [CH3:1][S:2]([O:5][CH2:6][CH2:7][C:8]1[CH:13]=[CH:12][CH:11]=[C:10]([N+:14]([O-:16])=[O:15])[CH:9]=1)(=[O:4])=[O:3].[N+:17]([C:20]1[CH:21]=[C:22](CCO)C=[CH:24][CH:25]=1)([O-:19])=[O:18].[N+](C1C=CC(S(Cl)(=O)=O)=CC=1)([O-])=O.